Dataset: Forward reaction prediction with 1.9M reactions from USPTO patents (1976-2016). Task: Predict the product of the given reaction. (1) Given the reactants Br[C:2]1[N:7]=[C:6]([CH:8]([NH:20][C:21]([N:23]2[CH2:28][CH2:27][CH:26]([N:29]3[CH2:38][C:37]4[C:32](=[CH:33][CH:34]=[CH:35][CH:36]=4)[NH:31][C:30]3=[O:39])[CH2:25][CH2:24]2)=[O:22])[CH2:9][C:10]2[CH:11]=[C:12]3[C:16](=[C:17]([CH3:19])[CH:18]=2)[NH:15][N:14]=[CH:13]3)[CH:5]=[CH:4][CH:3]=1.O1CCC[CH2:41]1, predict the reaction product. The product is: [CH3:19][C:17]1[CH:18]=[C:10]([CH2:9][CH:8]([NH:20][C:21]([N:23]2[CH2:28][CH2:27][CH:26]([N:29]3[CH2:38][C:37]4[C:32](=[CH:33][CH:34]=[CH:35][CH:36]=4)[NH:31][C:30]3=[O:39])[CH2:25][CH2:24]2)=[O:22])[C:6]2[CH:5]=[CH:4][CH:3]=[C:2]([CH3:41])[N:7]=2)[CH:11]=[C:12]2[C:16]=1[NH:15][N:14]=[CH:13]2. (2) Given the reactants [CH2:1]([N:8]1[CH2:13][CH2:12][C:11]([C:14]#[C:15][CH2:16][OH:17])=[C:10]([C:18]([O:20][CH3:21])=[O:19])[CH2:9]1)[C:2]1[CH:7]=[CH:6][CH:5]=[CH:4][CH:3]=1, predict the reaction product. The product is: [CH2:1]([N:8]1[CH2:13][CH2:12][CH:11]([CH2:14][CH2:15][CH2:16][OH:17])[CH:10]([C:18]([O:20][CH3:21])=[O:19])[CH2:9]1)[C:2]1[CH:3]=[CH:4][CH:5]=[CH:6][CH:7]=1. (3) The product is: [Br:1][C:2]1[C:8]([O:9][C:10]2[CH:15]=[CH:14][C:13]([F:16])=[CH:12][C:11]=2[F:17])=[CH:7][C:5]([NH:6][C:30](=[O:31])[C:29]([F:40])([F:39])[F:28])=[C:4]([N+:18]([O-:20])=[O:19])[CH:3]=1. Given the reactants [Br:1][C:2]1[C:8]([O:9][C:10]2[CH:15]=[CH:14][C:13]([F:16])=[CH:12][C:11]=2[F:17])=[CH:7][C:5]([NH2:6])=[C:4]([N+:18]([O-:20])=[O:19])[CH:3]=1.C(N(CC)CC)C.[F:28][C:29]([F:40])([F:39])[C:30](O[C:30](=[O:31])[C:29]([F:40])([F:39])[F:28])=[O:31], predict the reaction product. (4) Given the reactants [CH3:1][C:2]1[CH:7]=[CH:6][C:5]([N+:8]([O-:10])=[O:9])=[CH:4][C:3]=1[OH:11].C(=O)([O-])[O-].[Na+].[Na+].[CH2:18](Br)[C:19]1[CH:24]=[CH:23][CH:22]=[CH:21][CH:20]=1, predict the reaction product. The product is: [CH2:18]([O:11][C:3]1[CH:4]=[C:5]([N+:8]([O-:10])=[O:9])[CH:6]=[CH:7][C:2]=1[CH3:1])[C:19]1[CH:24]=[CH:23][CH:22]=[CH:21][CH:20]=1. (5) Given the reactants C(O[CH:5]([CH:19]([CH3:21])[CH3:20])[C:6]([C:8]1[C:17]2[C:12](=[CH:13][CH:14]=[CH:15][CH:16]=2)[C:11]([F:18])=[CH:10][CH:9]=1)=[O:7])(=O)C.Cl.OC(C(C)C)C(C1C2C(=CC=CC=2)C(F)=CC=1)=O.OC(C1C2C(=CC=CC=2)C(F)=CC=1)C(=O)C(C)C.[N:59]#[C:60][NH2:61], predict the reaction product. The product is: [NH2:61][C:60]1[O:7][C:6]([C:8]2[C:17]3[C:12](=[CH:13][CH:14]=[CH:15][CH:16]=3)[C:11]([F:18])=[CH:10][CH:9]=2)=[C:5]([CH:19]([CH3:21])[CH3:20])[N:59]=1.